Task: Predict the product of the given reaction.. Dataset: Forward reaction prediction with 1.9M reactions from USPTO patents (1976-2016) Given the reactants [CH:1]1([C:5]([O:7][CH3:8])=[O:6])[CH2:4][CH2:3][CH2:2]1.[Li].[CH3:10][O:11][CH2:12]Cl, predict the reaction product. The product is: [CH3:10][O:11][CH2:12][C:1]1([C:5]([O:7][CH3:8])=[O:6])[CH2:4][CH2:3][CH2:2]1.